From a dataset of Forward reaction prediction with 1.9M reactions from USPTO patents (1976-2016). Predict the product of the given reaction. Given the reactants [C:1]([NH:4][C:5]1[S:6][CH:7]=[C:8]([CH2:10][CH2:11][C:12]2[CH:33]=[CH:32][C:15]([CH2:16][NH:17][C:18]([NH:20][N:21](C([O-])=O)C(OC(C)(C)C)=O)=[O:19])=[C:14]([F:34])[CH:13]=2)[N:9]=1)(=[O:3])[CH3:2].O1CCOCC1.[ClH:41], predict the reaction product. The product is: [ClH:41].[C:1]([NH:4][C:5]1[S:6][CH:7]=[C:8]([CH2:10][CH2:11][C:12]2[CH:33]=[CH:32][C:15]([CH2:16][NH:17][C:18]([NH:20][NH2:21])=[O:19])=[C:14]([F:34])[CH:13]=2)[N:9]=1)(=[O:3])[CH3:2].